Dataset: Catalyst prediction with 721,799 reactions and 888 catalyst types from USPTO. Task: Predict which catalyst facilitates the given reaction. (1) Reactant: [CH3:1][N:2]([CH3:32])[C:3]([CH3:31])([CH3:30])[CH:4]([NH:11][C:12](=[O:29])[C:13]1[C:18]([C:19]([F:22])([F:21])[F:20])=[CH:17][C:16]([C:23]([F:26])([F:25])[F:24])=[CH:15][C:14]=1[O:27][CH3:28])[C:5]1[CH:10]=[CH:9][CH:8]=[CH:7][CH:6]=1.[ClH:33]. Product: [ClH:33].[CH3:32][N:2]([CH3:1])[C:3]([CH3:30])([CH3:31])[CH:4]([NH:11][C:12](=[O:29])[C:13]1[C:18]([C:19]([F:22])([F:21])[F:20])=[CH:17][C:16]([C:23]([F:24])([F:25])[F:26])=[CH:15][C:14]=1[O:27][CH3:28])[C:5]1[CH:6]=[CH:7][CH:8]=[CH:9][CH:10]=1. The catalyst class is: 27. (2) Reactant: [CH3:1][O-:2].[Na+].CC[CH:6]([NH:9][C:10]1[CH:15]=[N:14][CH:13]=[C:12](Cl)[N:11]=1)[CH2:7]C.CN1[CH2:22][CH2:21][CH2:20]C1=O. Product: [CH2:6]([NH:9][C:10]1[C:15]([CH2:20][CH2:21][CH3:22])=[N:14][CH:13]=[C:12]([O:2][CH3:1])[N:11]=1)[CH3:7]. The catalyst class is: 5. (3) Reactant: [N:1]1(NC(Cl)=O)[C:10]2[C:5](=[CH:6][CH:7]=[CH:8][CH:9]=2)[CH2:4][CH2:3][CH2:2]1.Cl.[Cl:16][CH2:17][CH2:18][NH:19][CH2:20][CH2:21][Cl:22].[C:23](=O)([O-])[O-:24].[K+].[K+]. Product: [Cl:16][CH2:17][CH2:18][N:19]([CH2:20][CH2:21][Cl:22])[C:23]([N:1]1[C:10]2[C:5](=[CH:6][CH:7]=[CH:8][CH:9]=2)[CH2:4][CH2:3][CH2:2]1)=[O:24]. The catalyst class is: 10. (4) Reactant: C(OC([NH:8][C:9]1[CH:14]=[CH:13][C:12]([NH:15][C:16]2[C:21]([F:22])=[CH:20][N:19]=[C:18]([Cl:23])[N:17]=2)=[CH:11][C:10]=1[CH2:24][CH2:25][C:26]1[CH:27]=[C:28]([NH:32]C(=O)OC(C)(C)C)[CH:29]=[CH:30][CH:31]=1)=O)(C)(C)C.CO.[ClH:42]. Product: [ClH:23].[ClH:42].[ClH:23].[NH2:32][C:28]1[CH:27]=[C:26]([CH2:25][CH2:24][C:10]2[CH:11]=[C:12]([NH:15][C:16]3[C:21]([F:22])=[CH:20][N:19]=[C:18]([Cl:23])[N:17]=3)[CH:13]=[CH:14][C:9]=2[NH2:8])[CH:31]=[CH:30][CH:29]=1.[ClH:23]. The catalyst class is: 12. (5) Reactant: [C:9](O[C:9]([O:11][C:12]([CH3:15])([CH3:14])[CH3:13])=[O:10])([O:11][C:12]([CH3:15])([CH3:14])[CH3:13])=[O:10].C(O)(C)(C)C.[C:21]([C:23]1[CH:31]=[CH:30][C:26](C([O-])=O)=[C:25]([F:32])[CH:24]=1)#[N:22]. Product: [C:21]([C:23]1[CH:31]=[CH:30][C:26]([C:9]([O:11][C:12]([CH3:13])([CH3:14])[CH3:15])=[O:10])=[C:25]([F:32])[CH:24]=1)#[N:22]. The catalyst class is: 367. (6) Reactant: Cl.[CH:2]1([N:6]2[CH2:11][CH2:10][CH:9]([O:12][C:13]3[CH:18]=[CH:17][C:16]([N:19]4[CH:23]=[C:22]([C:24](O)=[O:25])[N:21]=[N:20]4)=[CH:15][CH:14]=3)[CH2:8][CH2:7]2)[CH2:5][CH2:4][CH2:3]1.Cl.[NH:28]1[CH2:31][CH2:30][CH2:29]1.Cl.CN(C)CCCN=C=NCC.O.ON1C2C=CC=CC=2N=N1.C(=O)([O-])O.[Na+]. Product: [N:28]1([C:24]([C:22]2[N:21]=[N:20][N:19]([C:16]3[CH:17]=[CH:18][C:13]([O:12][CH:9]4[CH2:8][CH2:7][N:6]([CH:2]5[CH2:3][CH2:4][CH2:5]5)[CH2:11][CH2:10]4)=[CH:14][CH:15]=3)[CH:23]=2)=[O:25])[CH2:31][CH2:30][CH2:29]1. The catalyst class is: 289. (7) Reactant: Cl[C:2]1[C:3]2[CH:10]([CH2:11][CH3:12])[S:9][CH2:8][C:4]=2[N:5]=[CH:6][N:7]=1.[C:13]([N:20]1[CH2:25][CH2:24][NH:23][CH2:22][CH2:21]1)([O:15][C:16]([CH3:19])([CH3:18])[CH3:17])=[O:14]. Product: [CH2:11]([CH:10]1[C:3]2[C:2]([N:23]3[CH2:22][CH2:21][N:20]([C:13]([O:15][C:16]([CH3:19])([CH3:18])[CH3:17])=[O:14])[CH2:25][CH2:24]3)=[N:7][CH:6]=[N:5][C:4]=2[CH2:8][S:9]1)[CH3:12]. The catalyst class is: 114. (8) Reactant: Cl.O1CCOCC1.C(OC([N:15]1[CH2:19][CH2:18][CH:17]([C:20]2[CH:25]=[C:24]([Cl:26])[CH:23]=[C:22]([Cl:27])[CH:21]=2)[CH2:16]1)=O)(C)(C)C. Product: [Cl:27][C:22]1[CH:21]=[C:20]([CH:17]2[CH2:18][CH2:19][NH:15][CH2:16]2)[CH:25]=[C:24]([Cl:26])[CH:23]=1. The catalyst class is: 74.